Dataset: NCI-60 drug combinations with 297,098 pairs across 59 cell lines. Task: Regression. Given two drug SMILES strings and cell line genomic features, predict the synergy score measuring deviation from expected non-interaction effect. (1) Drug 1: C1=CC=C(C(=C1)C(C2=CC=C(C=C2)Cl)C(Cl)Cl)Cl. Drug 2: C1CN(P(=O)(OC1)NCCCl)CCCl. Cell line: SN12C. Synergy scores: CSS=0.737, Synergy_ZIP=1.86, Synergy_Bliss=3.72, Synergy_Loewe=-0.460, Synergy_HSA=0.812. (2) Drug 2: CS(=O)(=O)CCNCC1=CC=C(O1)C2=CC3=C(C=C2)N=CN=C3NC4=CC(=C(C=C4)OCC5=CC(=CC=C5)F)Cl. Cell line: SR. Synergy scores: CSS=55.3, Synergy_ZIP=7.23, Synergy_Bliss=7.75, Synergy_Loewe=-8.97, Synergy_HSA=5.07. Drug 1: C1=CN(C(=O)N=C1N)C2C(C(C(O2)CO)O)O.Cl. (3) Drug 1: CC1OCC2C(O1)C(C(C(O2)OC3C4COC(=O)C4C(C5=CC6=C(C=C35)OCO6)C7=CC(=C(C(=C7)OC)O)OC)O)O. Drug 2: CN1C2=C(C=C(C=C2)N(CCCl)CCCl)N=C1CCCC(=O)O.Cl. Cell line: SF-268. Synergy scores: CSS=18.9, Synergy_ZIP=-6.09, Synergy_Bliss=2.01, Synergy_Loewe=-4.40, Synergy_HSA=-0.165. (4) Drug 1: C1=CC(=CC=C1CC(C(=O)O)N)N(CCCl)CCCl.Cl. Drug 2: C1=CN(C=N1)CC(O)(P(=O)(O)O)P(=O)(O)O. Cell line: U251. Synergy scores: CSS=12.6, Synergy_ZIP=-6.98, Synergy_Bliss=-6.59, Synergy_Loewe=-13.0, Synergy_HSA=-6.90. (5) Drug 1: CCC1=C2CN3C(=CC4=C(C3=O)COC(=O)C4(CC)O)C2=NC5=C1C=C(C=C5)O. Drug 2: CC(C)NC(=O)C1=CC=C(C=C1)CNNC.Cl. Cell line: DU-145. Synergy scores: CSS=36.0, Synergy_ZIP=2.16, Synergy_Bliss=4.19, Synergy_Loewe=-46.4, Synergy_HSA=1.22. (6) Drug 1: C(CN)CNCCSP(=O)(O)O. Drug 2: C1C(C(OC1N2C=NC3=C2NC=NCC3O)CO)O. Cell line: M14. Synergy scores: CSS=-5.02, Synergy_ZIP=2.65, Synergy_Bliss=1.07, Synergy_Loewe=-4.93, Synergy_HSA=-3.13. (7) Drug 1: C1=NC(=NC(=O)N1C2C(C(C(O2)CO)O)O)N. Drug 2: C1=CC=C(C=C1)NC(=O)CCCCCCC(=O)NO. Cell line: BT-549. Synergy scores: CSS=37.4, Synergy_ZIP=-12.7, Synergy_Bliss=-3.07, Synergy_Loewe=0.137, Synergy_HSA=0.971.